Predict which catalyst facilitates the given reaction. From a dataset of Catalyst prediction with 721,799 reactions and 888 catalyst types from USPTO. (1) The catalyst class is: 8. Product: [ClH:25].[ClH:25].[CH2:22]([O:21][C@H:18]1[CH2:17][CH2:16][C@H:15]([N:12]2[CH2:11][CH2:10][CH:9]([NH2:5])[CH2:14][CH2:13]2)[CH2:20][CH2:19]1)[C:23]#[CH:24]. Reactant: CC([N:5]([CH:9]1[CH2:14][CH2:13][N:12]([C@H:15]2[CH2:20][CH2:19][C@H:18]([O:21][CH2:22][C:23]#[CH:24])[CH2:17][CH2:16]2)[CH2:11][CH2:10]1)C(=O)[O-])(C)C.[ClH:25]. (2) Reactant: Cl[C:2]1[C:3]2[N:4]([CH:8]=[C:9]([C:11]3[CH:16]=[CH:15][C:14]([F:17])=[CH:13][CH:12]=3)[N:10]=2)[CH:5]=[CH:6][N:7]=1.O.C(=O)([O-])[O-].[Na+].[Na+].F[B-](F)(F)F.[C:30](P(C(C)(C)C)C(C)(C)C)(C)(C)[CH3:31]. Product: [F:17][C:14]1[CH:15]=[CH:16][C:11]([C:9]2[N:10]=[C:3]3[C:2]([CH:30]=[CH2:31])=[N:7][CH:6]=[CH:5][N:4]3[CH:8]=2)=[CH:12][CH:13]=1. The catalyst class is: 62. (3) Reactant: Br[C:2]1[N:7]=[CH:6][C:5]([CH2:8][N:9]2[CH2:14][CH2:13][O:12][CH2:11][CH2:10]2)=[CH:4][CH:3]=1.[CH3:15][C:16]1[CH:22]=[CH:21][C:19]([NH2:20])=[CH:18][C:17]=1B1OC(C)(C)C(C)(C)O1.P([O-])([O-])([O-])=O.[K+].[K+].[K+]. Product: [CH3:15][C:16]1[CH:22]=[CH:21][C:19]([NH2:20])=[CH:18][C:17]=1[C:2]1[CH:3]=[CH:4][C:5]([CH2:8][N:9]2[CH2:14][CH2:13][O:12][CH2:11][CH2:10]2)=[CH:6][N:7]=1. The catalyst class is: 77.